From a dataset of Forward reaction prediction with 1.9M reactions from USPTO patents (1976-2016). Predict the product of the given reaction. (1) Given the reactants CN(C)/[CH:3]=[CH:4]/[CH:5]=O.[Cl:8][C:9]1[CH:14]=[CH:13][C:12]([C:15](=[O:19])[CH2:16][C:17]#[N:18])=[C:11](F)[CH:10]=1.C(O)(=[O:23])C.C(OCC)(=O)C, predict the reaction product. The product is: [Cl:8][C:9]1[CH:10]=[C:11]2[C:12]([C:15](=[O:19])[C:16]3[C:17]([O:23]2)=[N:18][CH:3]=[CH:4][CH:5]=3)=[CH:13][CH:14]=1. (2) Given the reactants C(OC([N:8]1[CH2:13][CH2:12][CH:11]([C:14](=[O:29])[C:15]2[CH:20]=[CH:19][C:18]([O:21][CH2:22][C:23]3[CH:28]=[CH:27][CH:26]=[CH:25][CH:24]=3)=[CH:17][CH:16]=2)[CH2:10][CH2:9]1)=O)(C)(C)C.C(O)(C(F)(F)F)=O, predict the reaction product. The product is: [CH2:22]([O:21][C:18]1[CH:19]=[CH:20][C:15]([C:14]([CH:11]2[CH2:12][CH2:13][NH:8][CH2:9][CH2:10]2)=[O:29])=[CH:16][CH:17]=1)[C:23]1[CH:28]=[CH:27][CH:26]=[CH:25][CH:24]=1. (3) Given the reactants [F:1][C:2]([F:7])([F:6])[C:3]([OH:5])=[O:4].FC(F)(F)C(O)=O.[Cl:15][C:16]1[CH:17]=[N:18][C:19]2[NH:20][C:21]3[CH:22]=[CH:23][CH:24]=[C:25]([CH:38]=3)[CH2:26][CH2:27][C:28]3[CH:36]=[C:32]([NH:33][C:34]=1[N:35]=2)[CH:31]=[C:30]([NH2:37])[CH:29]=3.Cl.[CH3:40][N:41]1[C:45]([C:46](Cl)=[O:47])=[CH:44][N:43]=[CH:42]1, predict the reaction product. The product is: [F:1][C:2]([F:7])([F:6])[C:3]([OH:5])=[O:4].[Cl:15][C:16]1[CH:17]=[N:18][C:19]2[NH:20][C:21]3[CH:22]=[CH:23][CH:24]=[C:25]([CH:38]=3)[CH2:26][CH2:27][C:28]3[CH:36]=[C:32]([NH:33][C:34]=1[N:35]=2)[CH:31]=[C:30]([NH:37][C:46]([C:45]1[N:41]([CH3:40])[CH:42]=[N:43][CH:44]=1)=[O:47])[CH:29]=3.